From a dataset of Full USPTO retrosynthesis dataset with 1.9M reactions from patents (1976-2016). Predict the reactants needed to synthesize the given product. (1) Given the product [Cl-:2].[CH3:5][N+:4]([CH3:6])=[CH:3][C:14]1[CH:13]=[CH:12][NH:11][CH:15]=1, predict the reactants needed to synthesize it. The reactants are: [Cl-].[Cl:2][CH:3]=[N+:4]([CH3:6])[CH3:5].C([Si](C(C)C)(C(C)C)[N:11]1[CH:15]=[CH:14][CH:13]=[CH:12]1)(C)C. (2) Given the product [Si:17]([O:1][CH:2]1[CH2:3][CH2:4][CH:5]([C:8]([O:10][CH2:11][CH3:12])=[O:9])[CH2:6][CH2:7]1)([C:13]([CH3:16])([CH3:15])[CH3:14])([C:24]1[CH:25]=[CH:26][CH:27]=[CH:28][CH:29]=1)[C:18]1[CH:23]=[CH:22][CH:21]=[CH:20][CH:19]=1, predict the reactants needed to synthesize it. The reactants are: [OH:1][CH:2]1[CH2:7][CH2:6][CH:5]([C:8]([O:10][CH2:11][CH3:12])=[O:9])[CH2:4][CH2:3]1.[C:13]([Si:17](Cl)([C:24]1[CH:29]=[CH:28][CH:27]=[CH:26][CH:25]=1)[C:18]1[CH:23]=[CH:22][CH:21]=[CH:20][CH:19]=1)([CH3:16])([CH3:15])[CH3:14].N1C=CN=C1. (3) The reactants are: Cl.[Cl:2][C:3]1[CH:4]=[C:5]([CH:25]=[CH:26][CH:27]=1)[CH2:6][N:7]1[CH:12]=[CH:11][N:10]2[CH:13]=[C:14]([NH:19][CH2:20][CH:21]([CH3:23])[CH3:22])[C:15](=[O:18])[C:16]([OH:17])=[C:9]2[C:8]1=[O:24].C(Cl)(Cl)Cl.[C:32](Cl)(=[O:34])[CH3:33].S([O-])(O)(=O)=O.[K+]. Given the product [Cl:2][C:3]1[CH:4]=[C:5]([CH:25]=[CH:26][CH:27]=1)[CH2:6][N:7]1[CH:12]=[CH:11][N:10]2[CH:13]=[C:14]([N:19]([CH2:20][CH:21]([CH3:23])[CH3:22])[C:32](=[O:34])[CH3:33])[C:15](=[O:18])[C:16]([OH:17])=[C:9]2[C:8]1=[O:24], predict the reactants needed to synthesize it. (4) Given the product [CH3:1][O:2][C:3]1[CH:4]=[C:5]([CH2:11][CH2:12][CH:13]2[C:22]3[C:17](=[CH:18][C:19]([O:25][CH3:26])=[C:20]([O:23][CH3:24])[CH:21]=3)[CH2:16][CH2:15][N:14]2[CH:28]([C:33]2[CH:38]=[CH:37][CH:36]=[CH:35][CH:34]=2)[C:29]([OH:31])=[O:30])[CH:6]=[CH:7][C:8]=1[O:9][CH3:10], predict the reactants needed to synthesize it. The reactants are: [CH3:1][O:2][C:3]1[CH:4]=[C:5]([CH2:11][CH2:12][CH:13]2[C:22]3[C:17](=[CH:18][C:19]([O:25][CH3:26])=[C:20]([O:23][CH3:24])[CH:21]=3)[CH2:16][CH2:15][NH:14]2)[CH:6]=[CH:7][C:8]=1[O:9][CH3:10].Br[CH:28]([C:33]1[CH:38]=[CH:37][CH:36]=[CH:35][CH:34]=1)[C:29]([O:31]C)=[O:30]. (5) The reactants are: [C:1]([O:5][C:6]([N:8]1[CH2:13][CH2:12][CH2:11][CH:10]([CH2:14][OH:15])[CH2:9]1)=[O:7])([CH3:4])([CH3:3])[CH3:2].[Cl:16][C:17]1[CH:22]=[CH:21][C:20]([C:23]2[CH:28]=[CH:27][C:26](O)=[CH:25][CH:24]=2)=[CH:19][CH:18]=1.C1(P(C2C=CC=CC=2)C2C=CC=CC=2)C=CC=CC=1.CCOC(/N=N/C(OCC)=O)=O.C1(C)C=CC=CC=1. Given the product [C:1]([O:5][C:6]([N:8]1[CH2:13][CH2:12][CH2:11][CH:10]([CH2:14][O:15][C:26]2[CH:25]=[CH:24][C:23]([C:20]3[CH:19]=[CH:18][C:17]([Cl:16])=[CH:22][CH:21]=3)=[CH:28][CH:27]=2)[CH2:9]1)=[O:7])([CH3:4])([CH3:3])[CH3:2], predict the reactants needed to synthesize it. (6) Given the product [Cl:14][C:10]1[CH:11]=[C:12]2[C:7](=[CH:8][CH:9]=1)[NH:6][C:5](=[O:15])[C:4]([C@@H:2]([NH:1][C:17]1[N:22]=[C:21]([CH:23]([S:28]([CH3:31])(=[O:30])=[O:29])[C:24]([O:26][CH3:27])=[O:25])[CH:20]=[CH:19][N:18]=1)[CH3:3])=[CH:13]2, predict the reactants needed to synthesize it. The reactants are: [NH2:1][C@H:2]([C:4]1[C:5](=[O:15])[NH:6][C:7]2[C:12]([CH:13]=1)=[CH:11][C:10]([Cl:14])=[CH:9][CH:8]=2)[CH3:3].Cl[C:17]1[N:22]=[C:21]([CH:23]([S:28]([CH3:31])(=[O:30])=[O:29])[C:24]([O:26][CH3:27])=[O:25])[CH:20]=[CH:19][N:18]=1.CCN(C(C)C)C(C)C.O. (7) Given the product [CH2:11]([O:13][C:14]([C:16]1[CH:21]=[C:20]([O:22][CH2:9][CH2:8][Br:7])[CH:19]=[C:18]([C:23]2[CH:28]=[CH:27][CH:26]=[CH:25][CH:24]=2)[N:17]=1)=[O:15])[CH3:12], predict the reactants needed to synthesize it. The reactants are: C(=O)([O-])[O-].[K+].[K+].[Br:7][CH:8](Br)[CH3:9].[CH2:11]([O:13][C:14]([C:16]1[CH:21]=[C:20]([OH:22])[CH:19]=[C:18]([C:23]2[CH:28]=[CH:27][CH:26]=[CH:25][CH:24]=2)[N:17]=1)=[O:15])[CH3:12].